Dataset: NCI-60 drug combinations with 297,098 pairs across 59 cell lines. Task: Regression. Given two drug SMILES strings and cell line genomic features, predict the synergy score measuring deviation from expected non-interaction effect. Synergy scores: CSS=1.64, Synergy_ZIP=0.0256, Synergy_Bliss=-0.191, Synergy_Loewe=-2.00, Synergy_HSA=-1.89. Cell line: MDA-MB-231. Drug 1: C1=CC(=CC=C1C#N)C(C2=CC=C(C=C2)C#N)N3C=NC=N3. Drug 2: C1=CC=C(C(=C1)C(C2=CC=C(C=C2)Cl)C(Cl)Cl)Cl.